Dataset: Catalyst prediction with 721,799 reactions and 888 catalyst types from USPTO. Task: Predict which catalyst facilitates the given reaction. Reactant: [NH2:1][C:2]1[CH:15]=[CH:14][C:13]([Cl:16])=[CH:12][C:3]=1[C:4]([C:6]1[CH:11]=[CH:10][CH:9]=[CH:8][CH:7]=1)=[O:5].[C:17](N1C=CN=C1)([N:19]1[CH:23]=[CH:22][N:21]=[CH:20]1)=[O:18]. Product: [C:4]([C:3]1[CH:12]=[C:13]([Cl:16])[CH:14]=[CH:15][C:2]=1[NH:1][C:17]([N:19]1[CH:23]=[CH:22][N:21]=[CH:20]1)=[O:18])(=[O:5])[C:6]1[CH:7]=[CH:8][CH:9]=[CH:10][CH:11]=1. The catalyst class is: 2.